Task: Predict the product of the given reaction.. Dataset: Forward reaction prediction with 1.9M reactions from USPTO patents (1976-2016) Given the reactants [CH3:1][C:2]1[NH:7][C:6]([CH3:8])=[C:5]([C:9]([O:11][CH2:12][CH2:13][N:14]2[CH2:19][CH2:18][N:17]([CH:20]([C:27]3[CH:28]=[CH:29][CH:30]=[CH:31][CH:32]=3)[C:21]3[CH:22]=[CH:23][CH:24]=[CH:25][CH:26]=3)[CH2:16][CH2:15]2)=[O:10])[CH:4]([C:33]2[CH:34]=[CH:35][CH:36]=[C:37]([N+:39]([O-:41])=[O:40])[CH:38]=2)[C:3]=1[C:42]([O:44][CH3:45])=[O:43].CC(O)C.[ClH:50], predict the reaction product. The product is: [CH3:1][C:2]1[NH:7][C:6]([CH3:8])=[C:5]([C:9]([O:11][CH2:12][CH2:13][N:14]2[CH2:15][CH2:16][N:17]([CH:20]([C:27]3[CH:32]=[CH:31][CH:30]=[CH:29][CH:28]=3)[C:21]3[CH:22]=[CH:23][CH:24]=[CH:25][CH:26]=3)[CH2:18][CH2:19]2)=[O:10])[CH:4]([C:33]2[CH:34]=[CH:35][CH:36]=[C:37]([N+:39]([O-:41])=[O:40])[CH:38]=2)[C:3]=1[C:42]([O:44][CH3:45])=[O:43].[ClH:50].[ClH:50].